From a dataset of Forward reaction prediction with 1.9M reactions from USPTO patents (1976-2016). Predict the product of the given reaction. (1) Given the reactants [NH2:1][C:2]1[CH:7]=[CH:6][C:5]([NH:8][C:9]([N:11]2[CH2:16][CH2:15][CH2:14][CH:13]([C:17]3([CH2:28][C:29]4[CH:34]=[CH:33][CH:32]=[C:31]([Cl:35])[CH:30]=4)[C:25]4[C:20](=[CH:21][C:22]([Cl:26])=[CH:23][CH:24]=4)[NH:19][C:18]3=[O:27])[CH2:12]2)=[O:10])=[CH:4][CH:3]=1.C(N(CC)CC)C.[C:43](Cl)(=[O:45])[CH3:44], predict the reaction product. The product is: [C:43]([NH:1][C:2]1[CH:3]=[CH:4][C:5]([NH:8][C:9]([N:11]2[CH2:16][CH2:15][CH2:14][CH:13]([C:17]3([CH2:28][C:29]4[CH:34]=[CH:33][CH:32]=[C:31]([Cl:35])[CH:30]=4)[C:25]4[C:20](=[CH:21][C:22]([Cl:26])=[CH:23][CH:24]=4)[NH:19][C:18]3=[O:27])[CH2:12]2)=[O:10])=[CH:6][CH:7]=1)(=[O:45])[CH3:44]. (2) Given the reactants [C:1]1(=[O:11])[O:6][C:4](=O)[C:3]2=[CH:7][CH:8]=[CH:9][CH:10]=[C:2]12.[C:12]([O:16][C:17](=[O:20])[NH:18][NH2:19])([CH3:15])([CH3:14])[CH3:13], predict the reaction product. The product is: [C:12]([O:16][C:17]([NH:18][N:19]1[C:1](=[O:11])[C:2]2=[CH:10][CH:9]=[CH:8][CH:7]=[C:3]2[C:4]1=[O:6])=[O:20])([CH3:15])([CH3:14])[CH3:13]. (3) Given the reactants [Br:1][C:2]1[CH:3]=[C:4]([C:16]([OH:18])=O)[C:5]2[C:6]([CH3:15])=[CH:7][N:8]([CH:11]([CH2:13][CH3:14])[CH3:12])[C:9]=2[CH:10]=1.[NH2:19][CH2:20][C:21]1[C:22](=[O:29])[NH:23][C:24]([CH3:28])=[CH:25][C:26]=1[CH3:27].ON1C2N=CC=CC=2N=N1.C(Cl)CCl.CN1CCOCC1, predict the reaction product. The product is: [Br:1][C:2]1[CH:3]=[C:4]([C:16]([NH:19][CH2:20][C:21]2[C:22](=[O:29])[NH:23][C:24]([CH3:28])=[CH:25][C:26]=2[CH3:27])=[O:18])[C:5]2[C:6]([CH3:15])=[CH:7][N:8]([CH:11]([CH2:13][CH3:14])[CH3:12])[C:9]=2[CH:10]=1. (4) Given the reactants [NH2:1][CH2:2][CH2:3][NH:4][C:5](=[O:11])[O:6][C:7]([CH3:10])([CH3:9])[CH3:8].[NH2:12][C:13]1[N:18]=[CH:17][CH:16]=[C:15](Cl)[N:14]=1.C(N(CC)CC)C, predict the reaction product. The product is: [NH2:12][C:13]1[N:18]=[C:17]([NH:1][CH2:2][CH2:3][NH:4][C:5](=[O:11])[O:6][C:7]([CH3:8])([CH3:10])[CH3:9])[CH:16]=[CH:15][N:14]=1. (5) The product is: [C:28]([O:32][C:33]([N:35]1[CH2:36][CH2:37][N:38]([C:41]([C:42]2[CH:43]([C:44]3[CH:49]=[C:48]([Cl:50])[CH:47]=[C:46]([Cl:51])[CH:45]=3)[C:12]([C:11]([O:10][CH2:9][CH2:8][CH:7]([C:1]3[CH:6]=[CH:5][CH:4]=[CH:3][CH:2]=3)[C:17]3[CH:22]=[CH:21][CH:20]=[CH:19][CH:18]=3)=[O:16])=[C:23]([CH3:24])[NH:27][C:52]=2[CH3:53])=[O:55])[CH2:39][CH2:40]1)=[O:34])([CH3:31])([CH3:29])[CH3:30]. Given the reactants [C:1]1([CH:7]([C:17]2[CH:22]=[CH:21][CH:20]=[CH:19][CH:18]=2)[CH2:8][CH2:9][O:10][C:11](=[O:16])[CH2:12]C(C)=O)[CH:6]=[CH:5][CH:4]=[CH:3][CH:2]=1.[C:23]([O-])(=O)[CH3:24].[NH4+:27].[C:28]([O:32][C:33]([N:35]1[CH2:40][CH2:39][N:38]([C:41](=[O:55])[C:42]([C:52](=O)[CH3:53])=[CH:43][C:44]2[CH:49]=[C:48]([Cl:50])[CH:47]=[C:46]([Cl:51])[CH:45]=2)[CH2:37][CH2:36]1)=[O:34])([CH3:31])([CH3:30])[CH3:29], predict the reaction product. (6) Given the reactants [O:1]=[C:2]1[C:7]2=[CH:8][C:9]3[C:14]([N:6]2[CH2:5][CH2:4][CH2:3]1)=[CH:13][C:12]([C:15]([OH:17])=O)=[CH:11][CH:10]=3.CN(C(ON1N=[N:33][C:28]2[CH:29]=[CH:30][CH:31]=[N:32][C:27]1=2)=[N+](C)C)C.F[P-](F)(F)(F)(F)F.N1C=CC=C(N)C=1.O, predict the reaction product. The product is: [N:32]1[CH:31]=[CH:30][CH:29]=[C:28]([NH:33][C:15]([C:12]2[CH:13]=[C:14]3[C:9]([CH:8]=[C:7]4[C:2](=[O:1])[CH2:3][CH2:4][CH2:5][N:6]43)=[CH:10][CH:11]=2)=[O:17])[CH:27]=1.